This data is from Catalyst prediction with 721,799 reactions and 888 catalyst types from USPTO. The task is: Predict which catalyst facilitates the given reaction. (1) Reactant: [Cl:1][C:2]1[CH:3]=[CH:4][C:5]([OH:16])=[C:6]([C:8]([C:10]2[CH:15]=[CH:14][CH:13]=[CH:12][CH:11]=2)=[O:9])[CH:7]=1.[Br:17][CH2:18][CH2:19]Br.C(=O)([O-])[O-].[K+].[K+]. Product: [Br:17][CH2:18][CH2:19][O:16][C:5]1[CH:4]=[CH:3][C:2]([Cl:1])=[CH:7][C:6]=1[C:8]([C:10]1[CH:15]=[CH:14][CH:13]=[CH:12][CH:11]=1)=[O:9]. The catalyst class is: 10. (2) Reactant: [CH3:1][N:2]([CH:28]([CH3:30])[CH3:29])[C:3]1[C:4]([C:17]2[O:18][C:19]([C:22]3[CH:27]=[CH:26][CH:25]=[CH:24][CH:23]=3)=[CH:20][CH:21]=2)=[N:5][C:6]2[C:11]([N:12]=1)=[CH:10][C:9]([C:13]([O:15]C)=[O:14])=[CH:8][CH:7]=2.[OH-].[Na+]. Product: [CH3:1][N:2]([CH:28]([CH3:30])[CH3:29])[C:3]1[C:4]([C:17]2[O:18][C:19]([C:22]3[CH:27]=[CH:26][CH:25]=[CH:24][CH:23]=3)=[CH:20][CH:21]=2)=[N:5][C:6]2[C:11]([N:12]=1)=[CH:10][C:9]([C:13]([OH:15])=[O:14])=[CH:8][CH:7]=2. The catalyst class is: 24. (3) Reactant: [Si](Br)(C)(C)C.CS(C)=O.[C:10]1([CH2:16][CH:17]=O)[CH:15]=[CH:14][CH:13]=[CH:12][CH:11]=1.[N:19]1([CH2:24][CH2:25][O:26][C:27]2[CH:32]=[CH:31][C:30]([NH:33][C:34]([NH2:36])=[S:35])=[CH:29][CH:28]=2)[CH2:23][CH2:22][CH2:21][CH2:20]1. Product: [C:10]1([C:16]2[S:35][C:34]([NH:33][C:30]3[CH:31]=[CH:32][C:27]([O:26][CH2:25][CH2:24][N:19]4[CH2:23][CH2:22][CH2:21][CH2:20]4)=[CH:28][CH:29]=3)=[N:36][CH:17]=2)[CH:11]=[CH:12][CH:13]=[CH:14][CH:15]=1. The catalyst class is: 23. (4) Reactant: [F:1][C:2]1[CH:3]=[C:4]([CH:13]([NH:17][C:18]([N:20]2[CH2:25][C:24](=[O:26])[N:23]([CH2:27][O:28][CH2:29][CH2:30][Si:31]([CH3:34])([CH3:33])[CH3:32])[C:22]3[CH:35]=[C:36](I)[CH:37]=[N:38][C:21]2=3)=[O:19])[CH2:14][O:15][CH3:16])[CH:5]=[CH:6][C:7]=1[O:8][C:9]([F:12])([F:11])[F:10].CC1(C)C(C)(C)OB(B2OC(C)(C)C(C)(C)O2)[O:42]1.C([O-])(=O)C.[K+].[OH-].[Na+].OO.Cl. Product: [F:1][C:2]1[CH:3]=[C:4]([CH:13]([NH:17][C:18]([N:20]2[CH2:25][C:24](=[O:26])[N:23]([CH2:27][O:28][CH2:29][CH2:30][Si:31]([CH3:34])([CH3:33])[CH3:32])[C:22]3[CH:35]=[C:36]([OH:42])[CH:37]=[N:38][C:21]2=3)=[O:19])[CH2:14][O:15][CH3:16])[CH:5]=[CH:6][C:7]=1[O:8][C:9]([F:12])([F:11])[F:10]. The catalyst class is: 782. (5) Reactant: C([N:4]1[C:12]2[C:7](=[CH:8][C:9]([C:13](Cl)=[O:14])=[CH:10][CH:11]=2)[C:6]([C:16]2[CH:21]=[CH:20][C:19]([F:22])=[CH:18][CH:17]=2)=[N:5]1)(=O)C.[NH2:23][CH2:24][C@@H:25]1[CH2:30][CH2:29][CH2:28][CH2:27][C@H:26]1[OH:31]. Product: [OH:31][C@@H:26]1[CH2:27][CH2:28][CH2:29][CH2:30][CH:25]1[CH2:24][NH:23][C:13]([C:9]1[CH:8]=[C:7]2[C:12](=[CH:11][CH:10]=1)[NH:4][N:5]=[C:6]2[C:16]1[CH:21]=[CH:20][C:19]([F:22])=[CH:18][CH:17]=1)=[O:14]. The catalyst class is: 17. (6) Reactant: [Cl:1][C:2]1[C:3](=[O:15])[N:4]([CH:9]2[CH2:14][CH2:13][CH2:12][CH2:11][O:10]2)[N:5]=[CH:6][C:7]=1Cl.C(=O)([O-])[O-].[K+].[K+].[OH:22][C:23]1[CH:30]=[CH:29][CH:28]=[CH:27][C:24]=1[C:25]#[N:26]. Product: [Cl:1][C:2]1[C:3](=[O:15])[N:4]([CH:9]2[CH2:14][CH2:13][CH2:12][CH2:11][O:10]2)[N:5]=[CH:6][C:7]=1[O:22][C:23]1[CH:30]=[CH:29][CH:28]=[CH:27][C:24]=1[C:25]#[N:26]. The catalyst class is: 10. (7) Reactant: [Br:1][C:2]1[C:3]([OH:20])=[C:4]([C:10]2[N:11]=[C:12]([C:15]([O:17]CC)=[O:16])[S:13][CH:14]=2)[CH:5]=[C:6]([Br:9])[C:7]=1[OH:8].CO.O.[OH-].[Li+].Cl. Product: [Br:1][C:2]1[C:3]([OH:20])=[C:4]([C:10]2[N:11]=[C:12]([C:15]([OH:17])=[O:16])[S:13][CH:14]=2)[CH:5]=[C:6]([Br:9])[C:7]=1[OH:8]. The catalyst class is: 7. (8) Reactant: F[C:2](F)(F)[S:3](O[Si](C)(C)C)(=O)=O.C(N([CH2:18][CH3:19])CC)C.[B-](F)(F)(F)F.[B-](F)(F)(F)F.C1[N+]2(CCl)CC[N+](F)(CC2)C1.[F-:41].C([N+]([CH2:55][CH2:56][CH2:57][CH3:58])(CCCC)CCCC)CCC.C([O:62][CH2:63]C)(=O)C. Product: [F:41][CH:19]1[CH2:18][CH2:58][C:57]2[S:3][CH:2]=[CH:55][C:56]=2[C:63]1=[O:62]. The catalyst class is: 46.